Dataset: Forward reaction prediction with 1.9M reactions from USPTO patents (1976-2016). Task: Predict the product of the given reaction. Given the reactants [O:1]1[CH2:5][CH2:4][O:3][CH:2]1[C:6]1[CH:11]=[CH:10][C:9]([C:12]#[C:13][Si](C)(C)C)=[CH:8][CH:7]=1.C(=O)([O-])[O-].[K+].[K+], predict the reaction product. The product is: [C:12]([C:9]1[CH:8]=[CH:7][C:6]([CH:2]2[O:1][CH2:5][CH2:4][O:3]2)=[CH:11][CH:10]=1)#[CH:13].